Task: Predict the product of the given reaction.. Dataset: Forward reaction prediction with 1.9M reactions from USPTO patents (1976-2016) (1) The product is: [F:22][C:23]1[CH:24]=[C:25]2[C:29](=[CH:30][C:31]=1[NH:32][C:33](=[O:36])[CH2:34][OH:35])[NH:28][C:27](=[O:37])[C:26]2=[CH:20][C:3]1[NH:4][C:5]2[CH2:11][CH2:10][CH2:9][N:8]([CH2:12][CH2:13][N:14]3[CH2:15][CH2:16][CH2:17][CH2:18]3)[C:7](=[O:19])[C:6]=2[C:2]=1[CH3:1]. Given the reactants [CH3:1][C:2]1[C:6]2[C:7](=[O:19])[N:8]([CH2:12][CH2:13][N:14]3[CH2:18][CH2:17][CH2:16][CH2:15]3)[CH2:9][CH2:10][CH2:11][C:5]=2[NH:4][C:3]=1[CH:20]=O.[F:22][C:23]1[CH:24]=[C:25]2[C:29](=[CH:30][C:31]=1[NH:32][C:33](=[O:36])[CH2:34][OH:35])[NH:28][C:27](=[O:37])[CH2:26]2, predict the reaction product. (2) Given the reactants [CH3:1][N:2]([C:6]1[CH:25]=[CH:24][C:9]2[N:10]([CH2:17][CH:18]3[CH2:23][CH2:22][O:21][CH2:20][CH2:19]3)[C:11]([C:13]([F:16])([F:15])[F:14])=[N:12][C:8]=2[CH:7]=1)C(=O)C, predict the reaction product. The product is: [CH3:1][NH:2][C:6]1[CH:25]=[CH:24][C:9]2[N:10]([CH2:17][CH:18]3[CH2:23][CH2:22][O:21][CH2:20][CH2:19]3)[C:11]([C:13]([F:14])([F:15])[F:16])=[N:12][C:8]=2[CH:7]=1. (3) Given the reactants [OH:1][C:2]1[CH:3]=[N:4][CH:5]=[C:6]([CH:11]=1)[C:7]([O:9][CH3:10])=[O:8].C([O-])([O-])=O.[K+].[K+].Br[CH2:19][C:20]1[CH:25]=[CH:24][CH:23]=[CH:22][CH:21]=1, predict the reaction product. The product is: [CH2:19]([O:1][C:2]1[CH:3]=[N:4][CH:5]=[C:6]([CH:11]=1)[C:7]([O:9][CH3:10])=[O:8])[C:20]1[CH:25]=[CH:24][CH:23]=[CH:22][CH:21]=1. (4) The product is: [O:10]1[C:9]2([CH2:8][CH2:7][CH:6]([C:4](=[O:5])[CH3:20])[CH2:15][CH2:14]2)[O:13][CH2:12][CH2:11]1. Given the reactants CON(C)[C:4]([CH:6]1[CH2:15][CH2:14][C:9]2([O:13][CH2:12][CH2:11][O:10]2)[CH2:8][CH2:7]1)=[O:5].C[Mg+].[Br-].[CH2:20](OCC)C.[NH4+].[Cl-], predict the reaction product. (5) Given the reactants [NH2:1][C:2]1[C:10]2[C:5](=[N:6][C:7]([C:18]3[CH:23]=[CH:22][C:21]([Cl:24])=[CH:20][C:19]=3[Cl:25])=[C:8]([C:11]3[CH:16]=[CH:15][C:14]([Cl:17])=[CH:13][CH:12]=3)[CH:9]=2)[O:4][C:3]=1[C:26](=[O:31])[C:27]([CH3:30])([CH3:29])[CH3:28].[Cl:32][CH2:33][CH2:34][CH2:35][C:36](Cl)=[O:37].C(N(CC)CC)C, predict the reaction product. The product is: [Cl:32][CH2:33][CH2:34][CH2:35][C:36]([NH:1][C:2]1[C:10]2[C:5](=[N:6][C:7]([C:18]3[CH:23]=[CH:22][C:21]([Cl:24])=[CH:20][C:19]=3[Cl:25])=[C:8]([C:11]3[CH:16]=[CH:15][C:14]([Cl:17])=[CH:13][CH:12]=3)[CH:9]=2)[O:4][C:3]=1[C:26](=[O:31])[C:27]([CH3:28])([CH3:30])[CH3:29])=[O:37]. (6) Given the reactants [S:1]1[CH:5]=[CH:4][C:3]2[C:6](=O)[CH2:7][CH2:8][C:2]1=2.[Cl:10][C:11]1[CH:16]=[CH:15][CH:14]=[C:13]([N:17]=[C:18]=S)[CH:12]=1.C[Si](C)(C)[Si](C)(C)C.[Li].O.[NH2:30][NH2:31], predict the reaction product. The product is: [Cl:10][C:11]1[CH:12]=[C:13]([NH:17][C:18]2[C:7]3[CH2:8][C:2]4[S:1][CH:5]=[CH:4][C:3]=4[C:6]=3[NH:31][N:30]=2)[CH:14]=[CH:15][CH:16]=1. (7) Given the reactants [C:1]([C:3]1[NH:20][C:6]2[C:7]([C:14]([O:16][CH:17]([CH3:19])[CH3:18])=[O:15])=[CH:8][NH:9][CH2:10][C:11]([CH3:13])([CH3:12])[C:5]=2[CH:4]=1)#[N:2].[F:21][C:22]1[CH:30]=[CH:29][C:25]([C:26](Cl)=[O:27])=[CH:24][CH:23]=1, predict the reaction product. The product is: [C:1]([C:3]1[NH:20][C:6]2[C:7]([C:14]([O:16][CH:17]([CH3:18])[CH3:19])=[O:15])=[CH:8][N:9]([C:26](=[O:27])[C:25]3[CH:29]=[CH:30][C:22]([F:21])=[CH:23][CH:24]=3)[CH2:10][C:11]([CH3:13])([CH3:12])[C:5]=2[CH:4]=1)#[N:2]. (8) Given the reactants [NH2:1][C:2]1[CH:7]=[CH:6][C:5]([C:8]2[C:16]3[C:11](=[CH:12][N:13]=[CH:14][CH:15]=3)[NH:10][C:9]=2[C:17]([NH2:19])=[O:18])=[CH:4][CH:3]=1.[F:20][C:21]1[CH:22]=[C:23]([N:31]=[C:32]=[O:33])[CH:24]=[C:25]([C:27]([F:30])([F:29])[F:28])[CH:26]=1, predict the reaction product. The product is: [F:20][C:21]1[CH:22]=[C:23]([NH:31][C:32](=[O:33])[NH:1][C:2]2[CH:3]=[CH:4][C:5]([C:8]3[C:16]4[C:11](=[CH:12][N:13]=[CH:14][CH:15]=4)[NH:10][C:9]=3[C:17]([NH2:19])=[O:18])=[CH:6][CH:7]=2)[CH:24]=[C:25]([C:27]([F:29])([F:30])[F:28])[CH:26]=1.